Dataset: Reaction yield outcomes from USPTO patents with 853,638 reactions. Task: Predict the reaction yield, written as a fraction of the theoretical maximum amount of product (1.0 means a 100% yield; for example, 0.34 means a 34% yield). (1) The reactants are [C:1](OC(=O)C)(=[O:3])[CH3:2].[CH3:8][O:9][C:10]1[CH:11]=[C:12]([C:18]([C@@H:20]2[C@:29]3([CH3:30])[C@H:24]([C:25]([CH3:32])([CH3:31])[CH2:26][CH2:27][CH2:28]3)[CH2:23][CH:22]([CH2:33][NH2:34])[C@H:21]2[CH3:35])=[O:19])[CH:13]=[C:14]([O:16][CH3:17])[CH:15]=1.C([O-])(O)=O.[Na+]. The catalyst is N1C=CC=CC=1.CCOC(C)=O. The product is [CH3:17][O:16][C:14]1[CH:13]=[C:12]([C:18]([C@@H:20]2[C@:29]3([CH3:30])[C@H:24]([C:25]([CH3:31])([CH3:32])[CH2:26][CH2:27][CH2:28]3)[CH2:23][C@@H:22]([CH2:33][NH:34][C:1](=[O:3])[CH3:2])[C@H:21]2[CH3:35])=[O:19])[CH:11]=[C:10]([O:9][CH3:8])[CH:15]=1. The yield is 0.440. (2) The reactants are Br[C:2]1[C:3]2[N:4]([C:8]([CH2:11][C:12]([CH3:17])([N+:14]([O-:16])=[O:15])[CH3:13])=[CH:9][N:10]=2)[CH:5]=[CH:6][CH:7]=1.C(=O)([O-])[O-].[Na+].[Na+].[S:24]1[CH:28]=[CH:27][CH:26]=[C:25]1B(O)O. The catalyst is C1C=CC([P]([Pd]([P](C2C=CC=CC=2)(C2C=CC=CC=2)C2C=CC=CC=2)([P](C2C=CC=CC=2)(C2C=CC=CC=2)C2C=CC=CC=2)[P](C2C=CC=CC=2)(C2C=CC=CC=2)C2C=CC=CC=2)(C2C=CC=CC=2)C2C=CC=CC=2)=CC=1.O1CCOCC1. The product is [CH3:13][C:12]([N+:14]([O-:16])=[O:15])([CH3:17])[CH2:11][C:8]1[N:4]2[CH:5]=[CH:6][CH:7]=[C:2]([C:25]3[S:24][CH:28]=[CH:27][CH:26]=3)[C:3]2=[N:10][CH:9]=1. The yield is 1.00. (3) The reactants are NC1(C2C=CC(C3C(=O)C4C(=CC=C(F)C=4)OC=3C3C=CC=CC=3)=CC=2)CCC1.C(OC(=O)[NH:36][C:37]1([C:41]2[CH:46]=[CH:45][C:44]([C:47]3[C:48](=[O:68])[C:49]4[CH:50]=[CH:51][N:52]5[C:65](=[O:66])[N:64]([CH3:67])[N:63]=[C:53]5[C:54]=4[O:55][C:56]=3[C:57]3[CH:62]=[CH:61][CH:60]=[CH:59][CH:58]=3)=[CH:43][CH:42]=2)[CH2:40][CH2:39][CH2:38]1)(C)(C)C.C(O)(C(F)(F)F)=O.[ClH:77]. The catalyst is CO.O. The product is [ClH:77].[NH2:36][C:37]1([C:41]2[CH:46]=[CH:45][C:44]([C:47]3[C:48](=[O:68])[C:49]4[CH:50]=[CH:51][N:52]5[C:65](=[O:66])[N:64]([CH3:67])[N:63]=[C:53]5[C:54]=4[O:55][C:56]=3[C:57]3[CH:62]=[CH:61][CH:60]=[CH:59][CH:58]=3)=[CH:43][CH:42]=2)[CH2:40][CH2:39][CH2:38]1. The yield is 0.770. (4) The reactants are [CH2:1]([C@@H:8]1[NH:13][CH2:12][CH2:11][N:10]([C:14]2[CH:19]=[CH:18][C:17]([O:20][CH:21]([F:23])[F:22])=[C:16]([O:24][CH:25]3[CH2:28][CH2:27][CH2:26]3)[CH:15]=2)[CH2:9]1)[C:2]1[CH:7]=[CH:6][CH:5]=[CH:4][CH:3]=1.C([O:31][C:32](=O)[CH2:33][C:34]1[NH:38][CH:37]=[N:36][N:35]=1)C. No catalyst specified. The product is [CH2:1]([C@H:8]1[CH2:9][N:10]([C:14]2[CH:19]=[CH:18][C:17]([O:20][CH:21]([F:22])[F:23])=[C:16]([O:24][CH:25]3[CH2:28][CH2:27][CH2:26]3)[CH:15]=2)[CH2:11][CH2:12][N:13]1[C:32](=[O:31])[CH2:33][C:34]1[NH:38][CH:37]=[N:36][N:35]=1)[C:2]1[CH:3]=[CH:4][CH:5]=[CH:6][CH:7]=1. The yield is 0.320.